This data is from Reaction yield outcomes from USPTO patents with 853,638 reactions. The task is: Predict the reaction yield, written as a fraction of the theoretical maximum amount of product (1.0 means a 100% yield; for example, 0.34 means a 34% yield). (1) The reactants are C[C:2]1[CH:7]=[CH:6][C:5]([NH:8][C:9]2[N:14]=[C:13]([C:15]3[CH:16]=[N:17][CH:18]=[CH:19][CH:20]=3)[CH:12]=[CH:11][N:10]=2)=[CH:4][C:3]=1[NH2:21].C[O:23][C:24](=O)[C:25]1[CH:30]=[CH:29][C:28]([CH2:31][N:32]2[CH2:37][CH2:36][N:35]([CH3:38])[CH2:34][CH2:33]2)=[CH:27][CH:26]=1.[O-][CH2:41]C.[Na+]. The catalyst is C1(C)C=CC=CC=1.CO. The product is [CH3:41][C:6]1[CH:7]=[CH:2][C:3]([NH:21][C:24]([C:25]2[CH:30]=[CH:29][C:28]([CH2:31][N:32]3[CH2:33][CH2:34][N:35]([CH3:38])[CH2:36][CH2:37]3)=[CH:27][CH:26]=2)=[O:23])=[CH:4][C:5]=1[NH:8][C:9]1[N:10]=[CH:11][CH:12]=[C:13]([C:15]2[CH:20]=[CH:19][CH:18]=[N:17][CH:16]=2)[N:14]=1. The yield is 0.910. (2) The reactants are [NH2:1][C:2]1[CH:7]=[C:6](Cl)[CH:5]=[CH:4][N:3]=1.[N+:9]([C:12]1[CH:17]=[CH:16][C:15]([OH:18])=[CH:14][CH:13]=1)([O-:11])=[O:10].C(N(CC)C(C)C)(C)C. The catalyst is CN1CCCC1=O. The product is [NH2:1][C:2]1[CH:7]=[C:6]([O:18][C:15]2[CH:16]=[CH:17][C:12]([N+:9]([O-:11])=[O:10])=[CH:13][CH:14]=2)[CH:5]=[CH:4][N:3]=1. The yield is 0.212. (3) The reactants are CC1(C)[O:6][C@H:5]([CH2:7][N:8]2[CH2:17][CH2:16][C:15]3[C:14]([N:18]4[CH2:23][CH2:22][O:21][CH2:20][C@@H:19]4[CH3:24])=[N:13][C:12]([C:25]4[CH:30]=[CH:29][C:28]([NH:31][C:32]([NH:34][CH2:35][CH3:36])=[O:33])=[CH:27][CH:26]=4)=[N:11][C:10]=3[CH2:9]2)[CH2:4][O:3]1.Cl. The catalyst is O. The product is [OH:6][C@@H:5]([CH2:4][OH:3])[CH2:7][N:8]1[CH2:17][CH2:16][C:15]2[C:14]([N:18]3[CH2:23][CH2:22][O:21][CH2:20][C@@H:19]3[CH3:24])=[N:13][C:12]([C:25]3[CH:30]=[CH:29][C:28]([NH:31][C:32]([NH:34][CH2:35][CH3:36])=[O:33])=[CH:27][CH:26]=3)=[N:11][C:10]=2[CH2:9]1. The yield is 0.600. (4) The reactants are Br[C:2]1[CH:3]=[C:4]2[C:8](=[CH:9][C:10]=1[Cl:11])[NH:7][N:6]=[C:5]2[C:12]([OH:14])=[O:13].[OH:15][CH2:16][C:17]1[CH:22]=[CH:21][C:20](B(O)O)=[CH:19][CH:18]=1.C(=O)([O-])[O-].[K+].[K+]. The catalyst is C1(C)C=CC=CC=1.CCO. The product is [Cl:11][C:10]1[CH:9]=[C:8]2[C:4]([C:5]([C:12]([OH:14])=[O:13])=[N:6][NH:7]2)=[CH:3][C:2]=1[C:20]1[CH:21]=[CH:22][C:17]([CH2:16][OH:15])=[CH:18][CH:19]=1. The yield is 0.110.